From a dataset of Catalyst prediction with 721,799 reactions and 888 catalyst types from USPTO. Predict which catalyst facilitates the given reaction. (1) Reactant: I[C:2]1[CH:11]=[C:10]2[C:5]([CH:6]=[C:7]([C:18]3[CH:19]=[CH:20][C:21]4[O:26][CH2:25][C:24](=[O:27])[NH:23][C:22]=4[CH:28]=3)[CH:8]([C:12]3[CH:17]=[CH:16][CH:15]=[CH:14][CH:13]=3)[O:9]2)=[CH:4][CH:3]=1.O.C(OCC)(=O)C.[CH3:36][N:37](C=O)C. Product: [O:27]=[C:24]1[NH:23][C:22]2[CH:28]=[C:18]([C:7]3[CH:8]([C:12]4[CH:13]=[CH:14][CH:15]=[CH:16][CH:17]=4)[O:9][C:10]4[C:5]([CH:6]=3)=[CH:4][CH:3]=[C:2]([C:36]#[N:37])[CH:11]=4)[CH:19]=[CH:20][C:21]=2[O:26][CH2:25]1. The catalyst class is: 380. (2) Reactant: [C:1]([O:5][C:6]([N:8]1[CH2:13][CH2:12][N:11]([C:14]([C:16]2[C:17]3[C:39]([CH3:40])=[N:38][N:37]([CH:41]4[CH2:46][CH2:45][CH2:44][CH2:43][O:42]4)[C:18]=3[N:19]=[C:20]([C:22]3[CH:27]=[CH:26][C:25]([O:28][CH2:29][C:30]4[CH:35]=[CH:34][CH:33]=[CH:32][CH:31]=4)=[CH:24][C:23]=3[F:36])[CH:21]=2)=O)[CH:10]([C:47]2[CH:52]=[CH:51][CH:50]=[CH:49][CH:48]=2)[CH2:9]1)=[O:7])([CH3:4])([CH3:3])[CH3:2].B.CSC. Product: [C:1]([O:5][C:6]([N:8]1[CH2:13][CH2:12][N:11]([CH2:14][C:16]2[CH:21]=[C:20]([C:22]3[CH:27]=[CH:26][C:25]([O:28][CH2:29][C:30]4[CH:35]=[CH:34][CH:33]=[CH:32][CH:31]=4)=[CH:24][C:23]=3[F:36])[N:19]=[C:18]3[N:37]([CH:41]4[CH2:46][CH2:45][CH2:44][CH2:43][O:42]4)[N:38]=[C:39]([CH3:40])[C:17]=23)[CH:10]([C:47]2[CH:48]=[CH:49][CH:50]=[CH:51][CH:52]=2)[CH2:9]1)=[O:7])([CH3:4])([CH3:2])[CH3:3]. The catalyst class is: 1.